This data is from Forward reaction prediction with 1.9M reactions from USPTO patents (1976-2016). The task is: Predict the product of the given reaction. (1) Given the reactants C(Cl)(=O)C(Cl)=O.[CH3:7][C:8]1[C:12]([C:13]([OH:15])=O)=[CH:11][O:10][N:9]=1.[CH3:16][O:17][C:18]1[CH:23]=[CH:22][C:21]([C:24]23[NH:38][CH2:37][CH2:36][N:25]2[C:26](=[O:35])[C:27]2[N:28]([CH:30]=[C:31]([C:33]#[N:34])[CH:32]=2)[CH2:29]3)=[CH:20][CH:19]=1, predict the reaction product. The product is: [CH3:16][O:17][C:18]1[CH:23]=[CH:22][C:21]([C:24]23[N:38]([C:13]([C:12]4[C:8]([CH3:7])=[N:9][O:10][CH:11]=4)=[O:15])[CH2:37][CH2:36][N:25]2[C:26](=[O:35])[C:27]2[N:28]([CH:30]=[C:31]([C:33]#[N:34])[CH:32]=2)[CH2:29]3)=[CH:20][CH:19]=1. (2) Given the reactants C(OC(=O)[NH:7][C:8]1[CH:13]=[C:12](OCC(F)(F)F)[C:11]([C:20]([F:23])([F:22])[F:21])=[CH:10][C:9]=1[NH:24][C:25](=[O:44])[CH2:26][C:27]([C:29]1[CH:34]=[CH:33][CH:32]=[C:31]([C:35]2[CH:40]=[CH:39][N:38]=[C:37]([CH:41]([CH3:43])[CH3:42])[CH:36]=2)[CH:30]=1)=O)(C)(C)C.[C:46](O)([C:48]([F:51])([F:50])[F:49])=[O:47], predict the reaction product. The product is: [CH:41]([C:37]1[CH:36]=[C:35]([C:31]2[CH:30]=[C:29]([C:27]3[CH2:26][C:25](=[O:44])[NH:24][C:9]4[CH:10]=[C:11]([C:20]([F:22])([F:21])[F:23])[C:12]([O:47][CH2:46][C:48]([F:51])([F:50])[F:49])=[CH:13][C:8]=4[N:7]=3)[CH:34]=[CH:33][CH:32]=2)[CH:40]=[CH:39][N:38]=1)([CH3:42])[CH3:43]. (3) Given the reactants [NH2:1][C:2]1[CH:11]=[CH:10][C:5]([C:6]([O:8][CH3:9])=[O:7])=[CH:4][CH:3]=1.[CH:12](O)=[O:13].C([O-])=O.[Na+], predict the reaction product. The product is: [CH:12]([NH:1][C:2]1[CH:3]=[CH:4][C:5]([C:6]([O:8][CH3:9])=[O:7])=[CH:10][CH:11]=1)=[O:13]. (4) The product is: [CH3:1][C:2]([CH3:9])([CH2:6][CH:7]=[CH2:8])[C:3]([OH:5])=[O:4].[BH:10]1[CH:15]2[CH2:16][CH2:17][CH2:18][CH:11]1[CH2:12][CH2:13][CH2:14]2. Given the reactants [CH3:1][C:2]([CH3:9])([CH2:6][CH:7]=[CH2:8])[C:3]([OH:5])=[O:4].[BH:10]1[CH:15]2[CH2:16][CH2:17][CH2:18][CH:11]1[CH2:12][CH2:13][CH2:14]2, predict the reaction product. (5) Given the reactants [Br:1][C:2]1[C:3]([C@@H:9]([NH:18][S@](C(C)(C)C)=O)[CH2:10][C:11]2[CH:16]=[CH:15][CH:14]=[C:13]([F:17])[CH:12]=2)=[N:4][C:5]([Br:8])=[CH:6][CH:7]=1.Cl, predict the reaction product. The product is: [Br:1][C:2]1[C:3]([C@@H:9]([NH2:18])[CH2:10][C:11]2[CH:16]=[CH:15][CH:14]=[C:13]([F:17])[CH:12]=2)=[N:4][C:5]([Br:8])=[CH:6][CH:7]=1. (6) The product is: [CH2:35]([C:37]1([OH:41])[CH2:40][N:39]([CH2:5][C:4]2[CH:7]=[CH:8][C:9]([O:10][CH:11]3[CH2:14][N:13]([C:15]([C:17]4[O:18][C:19]([C:22]5[CH:23]=[CH:24][CH:25]=[CH:26][CH:27]=5)=[N:20][N:21]=4)=[O:16])[CH2:12]3)=[C:2]([CH3:1])[CH:3]=2)[CH2:38]1)[CH3:36]. Given the reactants [CH3:1][C:2]1[CH:3]=[C:4]([CH:7]=[CH:8][C:9]=1[O:10][CH:11]1[CH2:14][N:13]([C:15]([C:17]2[O:18][C:19]([C:22]3[CH:27]=[CH:26][CH:25]=[CH:24][CH:23]=3)=[N:20][N:21]=2)=[O:16])[CH2:12]1)[CH:5]=O.FC(F)(F)C(O)=O.[CH2:35]([C:37]1([OH:41])[CH2:40][NH:39][CH2:38]1)[CH3:36], predict the reaction product. (7) Given the reactants [Cl:1][C:2]1[C:11]2[C:6](=[CH:7][CH:8]=[CH:9][C:10]=2[O:12][CH:13]2[CH2:18][CH2:17][N:16]([CH3:19])[CH2:15][CH2:14]2)[N:5]=[CH:4][N:3]=1.[C:20]([C:22]1[CH:23]=[C:24]([CH:26]=[CH:27][CH:28]=1)[NH2:25])#[CH:21], predict the reaction product. The product is: [ClH:1].[C:20]([C:22]1[CH:23]=[C:24]([CH:26]=[CH:27][CH:28]=1)[NH:25][C:2]1[C:11]2[C:6](=[CH:7][CH:8]=[CH:9][C:10]=2[O:12][CH:13]2[CH2:18][CH2:17][N:16]([CH3:19])[CH2:15][CH2:14]2)[N:5]=[CH:4][N:3]=1)#[CH:21].